Dataset: Choline transporter screen with 302,306 compounds. Task: Binary Classification. Given a drug SMILES string, predict its activity (active/inactive) in a high-throughput screening assay against a specified biological target. (1) The molecule is O=c1nc([nH]c2c1cccc2)CN1CCc2c(C1)cccc2. The result is 0 (inactive). (2) The molecule is s1c(NC(=O)CN(CC)CC)c(c(c1)c1sccc1)C(OCC)=O. The result is 0 (inactive).